The task is: Predict the reaction yield, written as a fraction of the theoretical maximum amount of product (1.0 means a 100% yield; for example, 0.34 means a 34% yield).. This data is from Reaction yield outcomes from USPTO patents with 853,638 reactions. (1) The reactants are B(Br)(Br)Br.C([O:12][CH2:13][C:14]([N:16]1[CH2:21][CH2:20][CH2:19][C:18]2[S:22][C:23]([C:25]3[CH:30]=[CH:29][C:28]([O:31][C@H:32]4[CH2:35][C@H:34]([N:36]5[CH2:41][CH2:40][CH2:39][CH2:38][CH2:37]5)[CH2:33]4)=[CH:27][CH:26]=3)=[N:24][C:17]1=2)=[O:15])C1C=CC=CC=1.O. The catalyst is ClCCl. The product is [O:15]=[C:14]([N:16]1[CH2:21][CH2:20][CH2:19][C:18]2[S:22][C:23]([C:25]3[CH:26]=[CH:27][C:28]([O:31][C@H:32]4[CH2:35][C@H:34]([N:36]5[CH2:37][CH2:38][CH2:39][CH2:40][CH2:41]5)[CH2:33]4)=[CH:29][CH:30]=3)=[N:24][C:17]1=2)[CH2:13][OH:12]. The yield is 0.0560. (2) The reactants are [F:1][C:2]([F:14])([F:13])[C:3]1[CH:8]=[CH:7][C:6]([NH:9][C:10]([NH2:12])=[S:11])=[CH:5][CH:4]=1.Br[CH2:16][C:17]([C:19]1[CH:24]=[CH:23][C:22]([Cl:25])=[CH:21][CH:20]=1)=O.CCN(C(C)C)C(C)C. The catalyst is C(O)C. The product is [Cl:25][C:22]1[CH:23]=[CH:24][C:19]([C:17]2[N:12]=[C:10]([NH:9][C:6]3[CH:5]=[CH:4][C:3]([C:2]([F:1])([F:13])[F:14])=[CH:8][CH:7]=3)[S:11][CH:16]=2)=[CH:20][CH:21]=1. The yield is 0.930. (3) The reactants are [F:1][C:2]1[CH:7]=[C:6]([F:8])[CH:5]=[CH:4][C:3]=1[N:9]1[N:17]=[C:16]([C:18]([OH:20])=O)[C:15]2[CH:14]3[CH2:21][CH:11]([CH2:12][CH2:13]3)[C:10]1=2.CCN(CC)CC.CN([P+](ON1N=NC2C=CC=CC1=2)(N(C)C)N(C)C)C.F[P-](F)(F)(F)(F)F.[NH2:56][C:57]([CH3:61])([CH3:60])[CH2:58][OH:59]. The catalyst is CN(C=O)C.O. The product is [OH:59][CH2:58][C:57]([NH:56][C:18]([C:16]1[C:15]2[CH:14]3[CH2:21][CH:11]([CH2:12][CH2:13]3)[C:10]=2[N:9]([C:3]2[CH:4]=[CH:5][C:6]([F:8])=[CH:7][C:2]=2[F:1])[N:17]=1)=[O:20])([CH3:61])[CH3:60]. The yield is 0.650. (4) The reactants are [Br:1][C:2]1[CH:3]=[CH:4][C:5]2[C:11]3[S:12][C:13]([C:15]([N:17]([C:19]4[CH:20]=[C:21]([CH:25]=[CH:26][C:27]=4[Cl:28])[C:22](O)=[O:23])[CH3:18])=[O:16])=[CH:14][C:10]=3[CH2:9][CH2:8][O:7][C:6]=2[CH:29]=1.CCN=C=NCCCN(C)C.C1C=CC2N(O)N=NC=2C=1.CCN(C(C)C)C(C)C.[NH2:60][CH2:61][CH2:62][OH:63]. The catalyst is C1COCC1.O. The product is [Br:1][C:2]1[CH:3]=[CH:4][C:5]2[C:11]3[S:12][C:13]([C:15]([N:17]([C:19]4[CH:20]=[C:21]([C:22](=[O:23])[NH:60][CH2:61][CH2:62][OH:63])[CH:25]=[CH:26][C:27]=4[Cl:28])[CH3:18])=[O:16])=[CH:14][C:10]=3[CH2:9][CH2:8][O:7][C:6]=2[CH:29]=1. The yield is 0.770. (5) The reactants are [Br:1][C:2]1[CH:7]=[CH:6][C:5](/[CH:8]=[C:9](\[C:17]([C:19]2[CH:24]=[CH:23][CH:22]=[CH:21][C:20]=2[OH:25])=[O:18])/C(OC(C)(C)C)=O)=[CH:4][CH:3]=1.C1(C)C=CC(S(O)(=O)=O)=CC=1. The catalyst is NC(N)=S.C1(C)C=CC=CC=1. The product is [Br:1][C:2]1[CH:7]=[CH:6][C:5]([CH:8]2[CH2:9][C:17](=[O:18])[C:19]3[C:20](=[CH:21][CH:22]=[CH:23][CH:24]=3)[O:25]2)=[CH:4][CH:3]=1. The yield is 0.650.